Dataset: Catalyst prediction with 721,799 reactions and 888 catalyst types from USPTO. Task: Predict which catalyst facilitates the given reaction. (1) Reactant: [C@H:1]1([NH:10][C:11]2[CH:20]=[CH:19][C:18]3[C:17]([NH2:21])=[CH:16][CH:15]=[CH:14][C:13]=3[N:12]=2)[C:9]2[C:4](=[CH:5][CH:6]=[CH:7][CH:8]=2)[CH2:3][CH2:2]1.[CH:22]1([S:25](Cl)(=[O:27])=[O:26])[CH2:24][CH2:23]1. Product: [C@H:1]1([NH:10][C:11]2[CH:20]=[CH:19][C:18]3[C:13](=[CH:14][CH:15]=[CH:16][C:17]=3[NH:21][S:25]([CH:22]3[CH2:24][CH2:23]3)(=[O:27])=[O:26])[N:12]=2)[C:9]2[C:4](=[CH:5][CH:6]=[CH:7][CH:8]=2)[CH2:3][CH2:2]1. The catalyst class is: 17. (2) Reactant: Cl.[CH3:2][S:3][C:4]1[N:5]=[N:6][C:7]([CH:10]([NH2:12])[CH3:11])=[CH:8][N:9]=1.[Br:13][C:14]1[CH:15]=[C:16]([CH:20]=[CH:21][CH:22]=1)[C:17](O)=[O:18].N1(OC(N(C)C)=[N+](C)C)C2N=CC=CC=2N=N1.C(N(CC)CC)C. Product: [Br:13][C:14]1[CH:15]=[C:16]([CH:20]=[CH:21][CH:22]=1)[C:17]([NH:12][CH:10]([C:7]1[N:6]=[N:5][C:4]([S:3][CH3:2])=[N:9][CH:8]=1)[CH3:11])=[O:18]. The catalyst class is: 9.